From a dataset of Catalyst prediction with 721,799 reactions and 888 catalyst types from USPTO. Predict which catalyst facilitates the given reaction. (1) Reactant: [NH2:1][C:2]([C:4]1[CH:5]=[N:6][C:7]2[C:12]([C:13]=1[NH:14][C:15]1[CH:16]=[C:17]([CH:23]=[CH:24][CH:25]=1)[C:18]([O:20]CC)=[O:19])=[CH:11][CH:10]=[C:9]([C:26]1[CH:31]=[C:30]([CH3:32])[N:29]=[C:28]([Cl:33])[CH:27]=1)[CH:8]=2)=[O:3].[OH-].[Na+]. Product: [NH2:1][C:2]([C:4]1[CH:5]=[N:6][C:7]2[C:12]([C:13]=1[NH:14][C:15]1[CH:16]=[C:17]([CH:23]=[CH:24][CH:25]=1)[C:18]([OH:20])=[O:19])=[CH:11][CH:10]=[C:9]([C:26]1[CH:31]=[C:30]([CH3:32])[N:29]=[C:28]([Cl:33])[CH:27]=1)[CH:8]=2)=[O:3]. The catalyst class is: 8. (2) Reactant: [NH2:1][CH2:2][CH:3]([OH:5])[CH3:4].[Cl:6][C:7]1[CH:12]=[CH:11][C:10]([CH2:13][CH2:14]Cl)=[CH:9][CH:8]=1.O. Product: [Cl:6][C:7]1[CH:12]=[CH:11][C:10]([CH2:13][CH2:14][NH:1][CH2:2][CH:3]([OH:5])[CH3:4])=[CH:9][CH:8]=1. The catalyst class is: 159. (3) Reactant: [F:1][C:2]1[CH:3]=[C:4]([NH:21][C:22]([NH:24][C:25](=[O:34])[CH2:26][C:27]2[CH:32]=[CH:31][C:30]([F:33])=[CH:29][CH:28]=2)=[S:23])[CH:5]=[CH:6][C:7]=1[O:8]C1C2=C(C)C(OC)=CN2N=CN=1.Cl[C:36]1[N:44]=[CH:43][N:42]=[C:41]2[C:37]=1[N:38]=[C:39]([CH2:52][CH3:53])[N:40]2[CH:45]([CH:49]1[CH2:51][CH2:50]1)[CH:46]1[CH2:48][CH2:47]1.N12CCN(CC1)CC2. Product: [CH:46]1([CH:45]([CH:49]2[CH2:51][CH2:50]2)[N:40]2[C:39]([CH2:52][CH3:53])=[N:38][C:37]3[C:41]2=[N:42][CH:43]=[N:44][C:36]=3[O:8][C:7]2[CH:6]=[CH:5][C:4]([NH:21][C:22]([NH:24][C:25](=[O:34])[CH2:26][C:27]3[CH:32]=[CH:31][C:30]([F:33])=[CH:29][CH:28]=3)=[S:23])=[CH:3][C:2]=2[F:1])[CH2:48][CH2:47]1. The catalyst class is: 23. (4) Reactant: Cl[C:2]1[N:7]=[C:6]([S:8][CH2:9][C:10]2[CH:11]=[C:12]([CH:16]=[CH:17][CH:18]=2)[C:13]([NH2:15])=[O:14])[C:5]([C:19]#[N:20])=[C:4]([C:21]2[CH:26]=[CH:25][C:24]([O:27][CH:28]3[CH2:32][CH2:31][O:30][CH2:29]3)=[CH:23][CH:22]=2)[C:3]=1[C:33]#[N:34].[NH2:35][CH2:36][C@H:37]([OH:40])[CH2:38][OH:39].CS(C)=O. Product: [C:19]([C:5]1[C:6]([S:8][CH2:9][C:10]2[CH:11]=[C:12]([CH:16]=[CH:17][CH:18]=2)[C:13]([NH2:15])=[O:14])=[N:7][C:2]([NH:35][CH2:36][C@H:37]([OH:40])[CH2:38][OH:39])=[C:3]([C:33]#[N:34])[C:4]=1[C:21]1[CH:26]=[CH:25][C:24]([O:27][CH:28]2[CH2:32][CH2:31][O:30][CH2:29]2)=[CH:23][CH:22]=1)#[N:20]. The catalyst class is: 1. (5) Product: [Si:58]([O:1][CH:2]([C:4]1[CH:38]=[CH:37][C:7]([CH2:8][N:9]2[C:14](=[O:15])[C:13]([CH2:16][C:17]3[CH:22]=[CH:21][C:20]([C:23]4[C:24]([C:29]#[N:30])=[CH:25][CH:26]=[CH:27][CH:28]=4)=[CH:19][CH:18]=3)=[C:12]([CH2:31][CH2:32][CH3:33])[N:11]3[N:34]=[CH:35][N:36]=[C:10]23)=[CH:6][CH:5]=1)[CH3:3])([C:61]([CH3:64])([CH3:63])[CH3:62])([CH3:60])[CH3:59]. Reactant: [OH:1][CH:2]([C:4]1[CH:38]=[CH:37][C:7]([CH2:8][N:9]2[C:14](=[O:15])[C:13]([CH2:16][C:17]3[CH:22]=[CH:21][C:20]([C:23]4[C:24]([C:29]#[N:30])=[CH:25][CH:26]=[CH:27][CH:28]=4)=[CH:19][CH:18]=3)=[C:12]([CH2:31][CH2:32][CH3:33])[N:11]3[N:34]=[CH:35][N:36]=[C:10]23)=[CH:6][CH:5]=1)[CH3:3].N1C(C)=CC=CC=1C.O1CCCC1.FC(F)(F)S(O[Si:58]([C:61]([CH3:64])([CH3:63])[CH3:62])([CH3:60])[CH3:59])(=O)=O. The catalyst class is: 13. (6) Reactant: [C:1]([C:3]1[N:4]=[CH:5][C:6]([NH:22][C@@H:23]2[CH2:28][CH2:27][CH2:26][CH2:25][C@@H:24]2[NH:29]C(=O)OC(C)(C)C)=[N:7][C:8]=1[NH:9][C:10]1[CH:15]=[CH:14][CH:13]=[C:12]([C:16]2[N:21]=[CH:20][CH:19]=[CH:18][N:17]=2)[CH:11]=1)#[N:2]. Product: [NH2:29][C@H:24]1[CH2:25][CH2:26][CH2:27][CH2:28][C@H:23]1[NH:22][C:6]1[N:7]=[C:8]([NH:9][C:10]2[CH:15]=[CH:14][CH:13]=[C:12]([C:16]3[N:21]=[CH:20][CH:19]=[CH:18][N:17]=3)[CH:11]=2)[C:3]([C:1]#[N:2])=[N:4][CH:5]=1. The catalyst class is: 67. (7) The catalyst class is: 259. Product: [F:1][C:2]1[CH:7]=[CH:6][C:5](/[CH:8]=[CH:9]/[C:16]2[CH:17]=[C:18]([C:20]3[NH:24][C:23]([N:25]4[CH2:29][CH2:28][CH2:27][CH2:26]4)=[C:22]([C:30]#[N:31])[CH:21]=3)[CH:19]=[CH:14][N:15]=2)=[CH:4][CH:3]=1. Reactant: [F:1][C:2]1[CH:7]=[CH:6][C:5](/[CH:8]=[CH:9]/B(O)O)=[CH:4][CH:3]=1.Cl[C:14]1[CH:19]=[C:18]([C:20]2[NH:24][C:23]([N:25]3[CH2:29][CH2:28][CH2:27][CH2:26]3)=[C:22]([C:30]#[N:31])[CH:21]=2)[CH:17]=[CH:16][N:15]=1.C([O-])([O-])=O.[Na+].[Na+].